The task is: Predict which catalyst facilitates the given reaction.. This data is from Catalyst prediction with 721,799 reactions and 888 catalyst types from USPTO. (1) Reactant: [NH2:1][C:2](=O)[C@@H:3]([NH:20][C:21]([C:23]1([NH:29][C:30](=[O:36])[O:31][C:32]([CH3:35])([CH3:34])[CH3:33])[CH2:28][CH2:27][O:26][CH2:25][CH2:24]1)=[O:22])[CH2:4][C:5]1[CH:10]=[CH:9][C:8]([C:11]2[CH:16]=[CH:15][C:14]([C:17]#[N:18])=[C:13]([CH3:19])[CH:12]=2)=[CH:7][CH:6]=1.CC[N+](S(N=C(OC)[O-])(=O)=O)(CC)CC. Product: [C:2]([C@@H:3]([NH:20][C:21]([C:23]1([NH:29][C:30](=[O:36])[O:31][C:32]([CH3:34])([CH3:33])[CH3:35])[CH2:28][CH2:27][O:26][CH2:25][CH2:24]1)=[O:22])[CH2:4][C:5]1[CH:10]=[CH:9][C:8]([C:11]2[CH:16]=[CH:15][C:14]([C:17]#[N:18])=[C:13]([CH3:19])[CH:12]=2)=[CH:7][CH:6]=1)#[N:1]. The catalyst class is: 4. (2) Reactant: [C:1]([C:4]1[C:12]2[C:7](=[CH:8][C:9]([C:13](=[O:18])[CH2:14][S:15]([CH3:17])=[O:16])=[CH:10][CH:11]=2)[N:6]([CH2:19][C:20]([OH:22])=O)[CH:5]=1)(=[O:3])[CH3:2].Cl.[Cl:24][C:25]1[C:26]([F:41])=[C:27]([CH:38]=[CH:39][CH:40]=1)[CH2:28][NH:29][C:30]([C@@H:32]1[CH2:36][C@@H:35]([F:37])[CH2:34][NH:33]1)=[O:31].CN(C(ON1N=NC2C=CC=NC1=2)=[N+](C)C)C.F[P-](F)(F)(F)(F)F.CCN(C(C)C)C(C)C. Product: [C:1]([C:4]1[C:12]2[C:7](=[CH:8][C:9]([C:13](=[O:18])[CH2:14][S:15]([CH3:17])=[O:16])=[CH:10][CH:11]=2)[N:6]([CH2:19][C:20]([N:33]2[CH2:34][C@H:35]([F:37])[CH2:36][C@H:32]2[C:30]([NH:29][CH2:28][C:27]2[CH:38]=[CH:39][CH:40]=[C:25]([Cl:24])[C:26]=2[F:41])=[O:31])=[O:22])[CH:5]=1)(=[O:3])[CH3:2]. The catalyst class is: 173.